This data is from Forward reaction prediction with 1.9M reactions from USPTO patents (1976-2016). The task is: Predict the product of the given reaction. (1) Given the reactants Br[C:2]1[C:3]([CH:17]2[CH2:19][CH2:18]2)=[N:4][N:5]([S:7]([C:10]2[CH:15]=[CH:14][C:13]([CH3:16])=[CH:12][CH:11]=2)(=[O:9])=[O:8])[CH:6]=1.[B:20]1([B:20]2[O:24][C:23]([CH3:26])([CH3:25])[C:22]([CH3:28])([CH3:27])[O:21]2)[O:24][C:23]([CH3:26])([CH3:25])[C:22]([CH3:28])([CH3:27])[O:21]1.C([O-])(=O)C.[K+], predict the reaction product. The product is: [CH:17]1([C:3]2[C:2]([B:20]3[O:24][C:23]([CH3:26])([CH3:25])[C:22]([CH3:28])([CH3:27])[O:21]3)=[CH:6][N:5]([S:7]([C:10]3[CH:15]=[CH:14][C:13]([CH3:16])=[CH:12][CH:11]=3)(=[O:9])=[O:8])[N:4]=2)[CH2:19][CH2:18]1. (2) Given the reactants O[CH2:2][CH:3]1[CH:7]2[CH2:8][CH2:9][CH2:10][CH:6]2[CH2:5][N:4]1[C:11]([C:13]1[CH:18]=[C:17]([CH3:19])[CH:16]=[CH:15][C:14]=1[N:20]1[N:24]=[CH:23][CH:22]=[N:21]1)=[O:12].[C:25]1(=[O:35])[NH:29][C:28](=[O:30])[C:27]2=[CH:31][CH:32]=[CH:33][CH:34]=[C:26]12.C1C=CC(P(C2C=CC=CC=2)C2C=CC=CC=2)=CC=1.CC(OC(/N=N/C(OC(C)C)=O)=O)C, predict the reaction product. The product is: [CH3:19][C:17]1[CH:16]=[CH:15][C:14]([N:20]2[N:21]=[CH:22][CH:23]=[N:24]2)=[C:13]([CH:18]=1)[C:11]([N:4]1[CH2:5][CH:6]2[CH2:10][CH2:9][CH2:8][CH:7]2[CH:3]1[CH2:2][N:29]1[C:25](=[O:35])[C:26]2[C:27](=[CH:31][CH:32]=[CH:33][CH:34]=2)[C:28]1=[O:30])=[O:12]. (3) Given the reactants [Cl:1][C:2]1[S:6][C:5]([C:7]([NH:9][CH2:10][C@@H:11]2[O:15][C:14](=[O:16])[N:13]([C:17]3[CH:22]=[CH:21][C:20]([N:23]4[CH2:28][CH2:27][O:26][CH2:25][CH2:24]4)=[C:19]([F:29])[CH:18]=3)[CH2:12]2)=[O:8])=[CH:4][CH:3]=1.[Mg+2].C(O[O-])(=O)C1C(=CC=CC=1)C([O-])=[O:35], predict the reaction product. The product is: [Cl:1][C:2]1[S:6][C:5]([C:7]([NH+:9]([O-:35])[CH2:10][C@H:11]2[O:15][C:14](=[O:16])[N:13]([C:17]3[CH:22]=[CH:21][C:20]([N:23]4[CH2:24][CH2:25][O:26][CH2:27][CH2:28]4)=[C:19]([F:29])[CH:18]=3)[CH2:12]2)=[O:8])=[CH:4][CH:3]=1. (4) Given the reactants [Cl:1][C:2]1[CH:7]=[C:6]([O:8][C:9]2[C:10]3[N:17]([CH3:18])[CH:16]=[CH:15][C:11]=3[N:12]=[CH:13][N:14]=2)[CH:5]=[CH:4][C:3]=1[NH:19][C:20]([NH:22][C:23]1[CH:28]=[CH:27][CH:26]=[C:25]([C:29]([F:32])([F:31])[F:30])[CH:24]=1)=[O:21].[CH3:33][S:34]([OH:37])(=[O:36])=[O:35], predict the reaction product. The product is: [CH3:33][S:34]([OH:37])(=[O:36])=[O:35].[Cl:1][C:2]1[CH:7]=[C:6]([O:8][C:9]2[C:10]3[N:17]([CH3:18])[CH:16]=[CH:15][C:11]=3[N:12]=[CH:13][N:14]=2)[CH:5]=[CH:4][C:3]=1[NH:19][C:20]([NH:22][C:23]1[CH:28]=[CH:27][CH:26]=[C:25]([C:29]([F:31])([F:30])[F:32])[CH:24]=1)=[O:21]. (5) Given the reactants [S:1]1[C:9]2[CH:8]=[CH:7][N:6]=[CH:5][C:4]=2[CH:3]=[CH:2]1.C([Li])CCC.[C:15]1([CH:21]=[N:22][S:23]([C:26]2[CH:36]=[CH:35][C:29]3[O:30][CH2:31][CH2:32][CH2:33][O:34][C:28]=3[CH:27]=2)(=[O:25])=[O:24])[CH:20]=[CH:19][CH:18]=[CH:17][CH:16]=1, predict the reaction product. The product is: [C:15]1([CH:21]([C:2]2[S:1][C:9]3[CH:8]=[CH:7][N:6]=[CH:5][C:4]=3[CH:3]=2)[NH:22][S:23]([C:26]2[CH:36]=[CH:35][C:29]3[O:30][CH2:31][CH2:32][CH2:33][O:34][C:28]=3[CH:27]=2)(=[O:24])=[O:25])[CH:16]=[CH:17][CH:18]=[CH:19][CH:20]=1. (6) Given the reactants [Cl:1][C:2]1[CH:7]=[CH:6][C:5]([C:8]2([C:13]([OH:15])=O)[CH2:12][CH2:11][CH2:10][CH2:9]2)=[CH:4][CH:3]=1.S(Cl)([Cl:18])=O, predict the reaction product. The product is: [Cl:1][C:2]1[CH:7]=[CH:6][C:5]([C:8]2([C:13]([Cl:18])=[O:15])[CH2:12][CH2:11][CH2:10][CH2:9]2)=[CH:4][CH:3]=1.